Task: Predict which catalyst facilitates the given reaction.. Dataset: Catalyst prediction with 721,799 reactions and 888 catalyst types from USPTO Reactant: [F:1][CH:2]([F:44])[C:3]1[N:7]([C:8]2[N:13]=[C:12]([N:14]3[CH2:19][CH2:18][O:17][CH2:16][CH2:15]3)[N:11]=[C:10]([N:20]([CH2:34][CH2:35][CH2:36]O)[CH:21]3[CH2:26][CH2:25][CH2:24][N:23]([C:27]([O:29][C:30]([CH3:33])([CH3:32])[CH3:31])=[O:28])[CH2:22]3)[N:9]=2)[C:6]2[CH:38]=[CH:39][CH:40]=[C:41]([O:42][CH3:43])[C:5]=2[N:4]=1.C[CH2:46][N:47](CC)[CH2:48]C.CS(Cl)(=O)=O.CNC. Product: [F:44][CH:2]([F:1])[C:3]1[N:7]([C:8]2[N:13]=[C:12]([N:14]3[CH2:19][CH2:18][O:17][CH2:16][CH2:15]3)[N:11]=[C:10]([N:20]([CH2:34][CH2:35][CH2:36][N:47]([CH3:48])[CH3:46])[CH:21]3[CH2:26][CH2:25][CH2:24][N:23]([C:27]([O:29][C:30]([CH3:33])([CH3:32])[CH3:31])=[O:28])[CH2:22]3)[N:9]=2)[C:6]2[CH:38]=[CH:39][CH:40]=[C:41]([O:42][CH3:43])[C:5]=2[N:4]=1. The catalyst class is: 2.